This data is from Peptide-MHC class I binding affinity with 185,985 pairs from IEDB/IMGT. The task is: Regression. Given a peptide amino acid sequence and an MHC pseudo amino acid sequence, predict their binding affinity value. This is MHC class I binding data. (1) The MHC is HLA-A33:01 with pseudo-sequence HLA-A33:01. The peptide sequence is LLWAARPRL. The binding affinity (normalized) is 0.120. (2) The peptide sequence is GWPDNYCEW. The MHC is HLA-B18:01 with pseudo-sequence HLA-B18:01. The binding affinity (normalized) is 0.285. (3) The peptide sequence is LANETTQAL. The MHC is HLA-A23:01 with pseudo-sequence HLA-A23:01. The binding affinity (normalized) is 0.0847. (4) The peptide sequence is SDRVVFVLWA. The MHC is HLA-B44:02 with pseudo-sequence HLA-B44:02. The binding affinity (normalized) is 0.401. (5) The peptide sequence is WAASAETPL. The MHC is HLA-A80:01 with pseudo-sequence HLA-A80:01. The binding affinity (normalized) is 0.0847. (6) The peptide sequence is DFRNRYEDYR. The binding affinity (normalized) is 0. The MHC is HLA-A11:01 with pseudo-sequence HLA-A11:01. (7) The peptide sequence is AVYGNIKHK. The MHC is HLA-A68:02 with pseudo-sequence HLA-A68:02. The binding affinity (normalized) is 0. (8) The peptide sequence is LPDTIETLM. The MHC is HLA-B35:01 with pseudo-sequence HLA-B35:01. The binding affinity (normalized) is 0.380. (9) The peptide sequence is RAAHRRQSV. The MHC is HLA-B46:01 with pseudo-sequence HLA-B46:01. The binding affinity (normalized) is 0.0847.